From a dataset of Forward reaction prediction with 1.9M reactions from USPTO patents (1976-2016). Predict the product of the given reaction. (1) Given the reactants [CH2:1]([C:8]1[N:13]=[C:12]([C:14]#[N:15])[CH:11]=[CH:10][CH:9]=1)[C:2]1[CH:7]=[CH:6][CH:5]=[CH:4][CH:3]=1.[CH2:16]([CH:23]1[CH:28]=[CH:27][CH:26]=[CH:25][N:24]1O)[C:17]1[CH:22]=CC=CC=1.C[Si](C#N)(C)C.C(Cl)(=O)N, predict the reaction product. The product is: [CH2:1]([C:8]1[N:13]=[C:12]([C:14]2[N:24]=[CH:25][C:26]3[CH2:27][CH2:28][CH2:23][CH2:16][CH2:17][C:22]=3[N:15]=2)[CH:11]=[CH:10][CH:9]=1)[C:2]1[CH:7]=[CH:6][CH:5]=[CH:4][CH:3]=1. (2) Given the reactants [C:1]([O:7][C@@H:8]1[C@@H:12]([CH2:13][OH:14])[O:11][C@@H:10]([N:15]2[CH:22]=[C:21]([C:23]#[C:24][CH2:25][NH:26]C(OC(C)(C)C)=O)[C:19](=[O:20])[NH:18][C:16]2=[O:17])[CH2:9]1)(=[O:6])[C:2]([CH3:5])([CH3:4])[CH3:3].[F:34][C:35]([F:40])([F:39])[C:36]([OH:38])=[O:37], predict the reaction product. The product is: [F:34][C:35]([F:40])([F:39])[C:36]([OH:38])=[O:37].[C:1]([O:7][C@@H:8]1[C@@H:12]([CH2:13][OH:14])[O:11][C@@H:10]([N:15]2[CH:22]=[C:21]([C:23]#[C:24][CH2:25][NH2:26])[C:19](=[O:20])[NH:18][C:16]2=[O:17])[CH2:9]1)(=[O:6])[C:2]([CH3:4])([CH3:5])[CH3:3]. (3) Given the reactants C(N(CC)CC)C.Br.Br.[CH3:10][C:11]1[CH:12]=[CH:13][C:14]([NH:17][CH:18]2[CH2:23][CH2:22][NH:21][CH2:20][CH2:19]2)=[N:15][CH:16]=1.[CH2:24]([C:26]1([CH2:32][CH:33]=O)[CH2:31][CH2:30][CH2:29][CH2:28][CH2:27]1)[CH3:25].C(O[BH-](OC(=O)C)OC(=O)C)(=O)C.[Na+].[Cl-].[NH4+].[OH-].[Na+], predict the reaction product. The product is: [CH2:24]([C:26]1([CH2:32][CH2:33][N:21]2[CH2:22][CH2:23][CH:18]([NH:17][C:14]3[CH:13]=[CH:12][C:11]([CH3:10])=[CH:16][N:15]=3)[CH2:19][CH2:20]2)[CH2:31][CH2:30][CH2:29][CH2:28][CH2:27]1)[CH3:25].